From a dataset of Peptide-MHC class I binding affinity with 185,985 pairs from IEDB/IMGT. Regression. Given a peptide amino acid sequence and an MHC pseudo amino acid sequence, predict their binding affinity value. This is MHC class I binding data. (1) The peptide sequence is TYSAGIVQI. The MHC is HLA-A24:02 with pseudo-sequence HLA-A24:02. The binding affinity (normalized) is 0.697. (2) The peptide sequence is KMARLGKGY. The MHC is Mamu-A01 with pseudo-sequence Mamu-A01. The binding affinity (normalized) is 0. (3) The peptide sequence is LYGVGSSIA. The MHC is Patr-A0701 with pseudo-sequence Patr-A0701. The binding affinity (normalized) is 0. (4) The MHC is HLA-A02:01 with pseudo-sequence HLA-A02:01. The binding affinity (normalized) is 0.101. The peptide sequence is KSYEHQTPF. (5) The peptide sequence is ITIQYNLT. The MHC is H-2-Kb with pseudo-sequence H-2-Kb. The binding affinity (normalized) is 0.458. (6) The peptide sequence is FKLLEYSNQN. The MHC is H-2-Kb with pseudo-sequence H-2-Kb. The binding affinity (normalized) is 0. (7) The peptide sequence is KEHVIQNAF. The MHC is HLA-A02:02 with pseudo-sequence HLA-A02:02. The binding affinity (normalized) is 0.0249. (8) The peptide sequence is RARRHLAAL. The MHC is HLA-A32:07 with pseudo-sequence HLA-A32:07. The binding affinity (normalized) is 0.561. (9) The peptide sequence is LYSFALMLI. The MHC is HLA-B53:01 with pseudo-sequence HLA-B53:01. The binding affinity (normalized) is 0.213. (10) The peptide sequence is RVLYDEFVT. The MHC is HLA-A02:01 with pseudo-sequence HLA-A02:01. The binding affinity (normalized) is 0.121.